This data is from Forward reaction prediction with 1.9M reactions from USPTO patents (1976-2016). The task is: Predict the product of the given reaction. The product is: [O:23]=[C:24]1[NH:28][C:27]2[CH:29]=[CH:30][C:31]([CH2:33][N:3]3[CH2:4][C:5]4([CH2:6][CH2:7][N:8]([C:11]([O:13][CH2:14][C:15]5[CH:20]=[C:19]([Cl:21])[CH:18]=[C:17]([Cl:22])[CH:16]=5)=[O:12])[CH2:9][CH2:10]4)[CH2:2]3)=[CH:32][C:26]=2[O:25]1. Given the reactants Cl.[CH2:2]1[C:5]2([CH2:10][CH2:9][N:8]([C:11]([O:13][CH2:14][C:15]3[CH:20]=[C:19]([Cl:21])[CH:18]=[C:17]([Cl:22])[CH:16]=3)=[O:12])[CH2:7][CH2:6]2)[CH2:4][NH:3]1.[O:23]=[C:24]1[NH:28][C:27]2[CH:29]=[CH:30][C:31]([CH:33]=O)=[CH:32][C:26]=2[O:25]1.C(O[BH-](OC(=O)C)OC(=O)C)(=O)C.[Na+].C(O)(=O)C, predict the reaction product.